This data is from Forward reaction prediction with 1.9M reactions from USPTO patents (1976-2016). The task is: Predict the product of the given reaction. (1) Given the reactants [NH2:1][C:2]1[CH:7]=[CH:6][C:5]([CH:8]2[CH2:12][CH2:11][N:10]([C:13]([O:15][C:16]([CH3:19])([CH3:18])[CH3:17])=[O:14])[CH2:9]2)=[CH:4][CH:3]=1.C(N(CC)CC)C.Cl[C:28](Cl)([O:30]C(=O)OC(Cl)(Cl)Cl)Cl, predict the reaction product. The product is: [C:16]([O:15][C:13]([N:10]1[CH2:11][CH2:12][CH:8]([C:5]2[CH:4]=[CH:3][C:2]([N:1]=[C:28]=[O:30])=[CH:7][CH:6]=2)[CH2:9]1)=[O:14])([CH3:19])([CH3:18])[CH3:17]. (2) Given the reactants C1(P(C2C=CC=CC=2)C2C=CC=CC=2)C=CC=CC=1.CC(OC(/N=N/C(OC(C)C)=O)=O)C.[Cl:34][C:35]1[C:40]([F:41])=[CH:39][CH:38]=[C:37]([Cl:42])[C:36]=1[C@@H:43]([OH:45])[CH3:44].[Br:46][C:47]1[CH:48]=[C:49](O)[C:50]([N+:53]([O-:55])=[O:54])=[N:51][CH:52]=1, predict the reaction product. The product is: [Br:46][C:47]1[CH:48]=[C:49]([O:45][C@@H:43]([C:36]2[C:37]([Cl:42])=[CH:38][CH:39]=[C:40]([F:41])[C:35]=2[Cl:34])[CH3:44])[C:50]([N+:53]([O-:55])=[O:54])=[N:51][CH:52]=1. (3) Given the reactants FC(F)(F)C(O)=O.[CH3:8][O:9][C:10](=[O:30])[CH2:11][C:12]1[C:21]([CH3:22])=[C:20]([CH:23]2[CH2:28][CH2:27][NH:26][CH2:25][CH2:24]2)[C:19]2[C:14](=[CH:15][CH:16]=[C:17]([F:29])[CH:18]=2)[CH:13]=1, predict the reaction product. The product is: [CH3:8][O:9][C:10](=[O:30])[CH2:11][C:12]1[C:21]([CH3:22])=[C:20]([CH:23]2[CH2:24][CH2:25][NH:26][CH2:27][CH2:28]2)[C:19]2[C:14](=[CH:15][CH:16]=[C:17]([F:29])[CH:18]=2)[CH:13]=1. (4) Given the reactants [OH:1][CH2:2][CH2:3][O:4][C:5](=[O:8])[CH:6]=[CH2:7].[CH3:9][O:10][C:11](=[O:15])[C:12]([CH3:14])=[CH2:13].CC(N=NC(C#N)(C)C)(C#N)C, predict the reaction product. The product is: [OH:1][CH2:2][CH2:3][O:4][C:5](=[O:8])[CH:6]=[CH2:7].[CH3:9][O:10][C:11](=[O:15])[C:12]([CH3:14])=[CH2:13]. (5) Given the reactants C[O:2][C:3](=[O:38])[CH:4]([O:35][CH2:36][CH3:37])[CH2:5][C:6]1[CH:11]=[CH:10][C:9]([CH2:12][CH2:13][N:14]([CH2:28][CH2:29][CH2:30][CH2:31][CH2:32][CH2:33][CH3:34])[C:15]([NH:17][C:18]2[CH:23]=[CH:22][C:21]([O:24][CH3:25])=[CH:20][C:19]=2[O:26][CH3:27])=[O:16])=[CH:8][CH:7]=1.[Li+].[OH-], predict the reaction product. The product is: [CH3:27][O:26][C:19]1[CH:20]=[C:21]([O:24][CH3:25])[CH:22]=[CH:23][C:18]=1[NH:17][C:15](=[O:16])[N:14]([CH2:13][CH2:12][C:9]1[CH:10]=[CH:11][C:6]([CH2:5][CH:4]([O:35][CH2:36][CH3:37])[C:3]([OH:38])=[O:2])=[CH:7][CH:8]=1)[CH2:28][CH2:29][CH2:30][CH2:31][CH2:32][CH2:33][CH3:34]. (6) Given the reactants Br[CH2:2][C:3]1[CH:12]=[CH:11][C:6]([C:7]([O:9][CH3:10])=[O:8])=[CH:5][C:4]=1[C:13]([F:16])([F:15])[F:14].[N:17]1([C:23]([O:25][C:26]([CH3:29])([CH3:28])[CH3:27])=[O:24])[CH2:22][CH2:21][NH:20][CH2:19][CH2:18]1.C([O-])([O-])=O.[Cs+].[Cs+].O, predict the reaction product. The product is: [CH3:10][O:9][C:7]([C:6]1[CH:11]=[CH:12][C:3]([CH2:2][N:20]2[CH2:19][CH2:18][N:17]([C:23]([O:25][C:26]([CH3:29])([CH3:28])[CH3:27])=[O:24])[CH2:22][CH2:21]2)=[C:4]([C:13]([F:16])([F:15])[F:14])[CH:5]=1)=[O:8].